Predict the reactants needed to synthesize the given product. From a dataset of Full USPTO retrosynthesis dataset with 1.9M reactions from patents (1976-2016). Given the product [NH2:9][C:8]1[CH:7]=[CH:6][CH:5]=[C:3]2[C:2]=1[CH2:1][C@H:20]([OH:19])[CH2:21][CH2:22]2, predict the reactants needed to synthesize it. The reactants are: [CH3:1][C:2]1[C:8]([N+:9]([O-])=O)=[CH:7][CH:6]=[CH:5][C:3]=1N.N([O-])=O.[Na+].C([O:19][CH2:20][CH3:21])(=O)C.[CH3:22]CCCCC.